Dataset: Peptide-MHC class II binding affinity with 134,281 pairs from IEDB. Task: Regression. Given a peptide amino acid sequence and an MHC pseudo amino acid sequence, predict their binding affinity value. This is MHC class II binding data. (1) The peptide sequence is CSNLAEEIITLNSYG. The MHC is DRB1_0101 with pseudo-sequence DRB1_0101. The binding affinity (normalized) is 0.373. (2) The peptide sequence is SHIMSVLDMGQGILH. The MHC is H-2-IAb with pseudo-sequence H-2-IAb. The binding affinity (normalized) is 0.104. (3) The peptide sequence is AHATAGTTVYGAFAA. The binding affinity (normalized) is 0.444. The MHC is HLA-DQA10401-DQB10402 with pseudo-sequence HLA-DQA10401-DQB10402. (4) The peptide sequence is YDVPDYASLRSLVAS. The MHC is DRB1_0101 with pseudo-sequence DRB1_0101. The binding affinity (normalized) is 0.799. (5) The peptide sequence is ARRRRASEAPPTSHRRASRQ. The MHC is HLA-DQA10401-DQB10402 with pseudo-sequence HLA-DQA10401-DQB10402. The binding affinity (normalized) is 0.153. (6) The peptide sequence is AAATADTTVYGAFAA. The MHC is HLA-DPA10103-DPB10601 with pseudo-sequence HLA-DPA10103-DPB10601. The binding affinity (normalized) is 0.101. (7) The peptide sequence is WENVPFCSHHFHELQ. The MHC is DRB1_0301 with pseudo-sequence DRB1_0301. The binding affinity (normalized) is 0.